Dataset: Peptide-MHC class I binding affinity with 185,985 pairs from IEDB/IMGT. Task: Regression. Given a peptide amino acid sequence and an MHC pseudo amino acid sequence, predict their binding affinity value. This is MHC class I binding data. The peptide sequence is CTDPPLLSV. The MHC is HLA-B35:01 with pseudo-sequence HLA-B35:01. The binding affinity (normalized) is 0.0847.